Dataset: Catalyst prediction with 721,799 reactions and 888 catalyst types from USPTO. Task: Predict which catalyst facilitates the given reaction. (1) Reactant: [NH2:1][CH2:2][CH2:3][C:4]1[CH:9]=[CH:8][C:7]([OH:10])=[CH:6][CH:5]=1.[CH:11](=O)[CH3:12].[BH3-]C#N.[Na+].C(NCC)C. Product: [CH2:11]([NH:1][CH2:2][CH2:3][C:4]1[CH:9]=[CH:8][C:7]([OH:10])=[CH:6][CH:5]=1)[CH3:12]. The catalyst class is: 224. (2) Product: [N:3]1([CH:8]([CH2:18][CH2:19][CH2:20][CH2:21][CH2:22][CH2:23][CH2:24][CH2:25][CH2:26][CH3:27])[CH2:9][CH2:10][CH2:11][CH2:12][CH2:13][CH2:14][C:15]([OH:17])=[O:16])[CH:7]=[CH:6][N:5]=[CH:4]1. The catalyst class is: 24. Reactant: [OH-].[Na+].[N:3]1([CH:8]([CH2:18][CH2:19][CH2:20][CH2:21][CH2:22][CH2:23][CH2:24][CH2:25][CH2:26][CH3:27])[CH2:9][CH2:10][CH2:11][CH2:12][CH2:13][CH2:14][C:15]([O-:17])=[O:16])[CH:7]=[CH:6][N:5]=[CH:4]1. (3) Reactant: Cl.[O:2]([C:9]1[N:13]=[C:12]([C@H:14]2[CH2:19][CH2:18][CH2:17][NH:16][CH2:15]2)[O:11][N:10]=1)[C:3]1[CH:8]=[CH:7][CH:6]=[CH:5][CH:4]=1.[F:20][C:21]1[CH:29]=[CH:28][C:24]([C:25](O)=[O:26])=[CH:23][N:22]=1.C1C=NC2N(O)N=NC=2C=1.CCN=C=NCCCN(C)C.Cl.C(N(CC)CC)C. Product: [F:20][C:21]1[N:22]=[CH:23][C:24]([C:25]([N:16]2[CH2:17][CH2:18][CH2:19][C@H:14]([C:12]3[O:11][N:10]=[C:9]([O:2][C:3]4[CH:4]=[CH:5][CH:6]=[CH:7][CH:8]=4)[N:13]=3)[CH2:15]2)=[O:26])=[CH:28][CH:29]=1. The catalyst class is: 34.